From a dataset of Full USPTO retrosynthesis dataset with 1.9M reactions from patents (1976-2016). Predict the reactants needed to synthesize the given product. (1) Given the product [Cl:22][C:19]1[CH:18]=[CH:17][C:16]([C:11]([C:7]2[C:6]3[C:10](=[C:2]([NH:1][S:31]([CH3:30])(=[O:33])=[O:32])[CH:3]=[CH:4][CH:5]=3)[NH:9][N:8]=2)([C:12]#[N:13])[CH2:14][CH3:15])=[CH:21][CH:20]=1, predict the reactants needed to synthesize it. The reactants are: [NH2:1][C:2]1[CH:3]=[CH:4][CH:5]=[C:6]2[C:10]=1[NH:9][N:8]=[C:7]2[C:11]([C:16]1[CH:21]=[CH:20][C:19]([Cl:22])=[CH:18][CH:17]=1)([CH2:14][CH3:15])[C:12]#[N:13].CN1CCOCC1.[CH3:30][S:31](Cl)(=[O:33])=[O:32]. (2) Given the product [C:34]([C:38]1[CH:39]=[CH:40][C:41]([CH2:42][N:18]([CH2:17][C:16]2[CH:32]=[CH:33][C:13]([C:12]#[C:11][C:8]3[CH:7]=[CH:6][C:5]([CH2:1][CH2:2][CH2:3][CH3:4])=[CH:10][CH:9]=3)=[CH:14][CH:15]=2)[C:19]2[CH:31]=[CH:30][C:22]3[O:23][C:24]([CH3:29])([CH3:28])[O:25][C:26](=[O:27])[C:21]=3[CH:20]=2)=[CH:44][CH:45]=1)([CH3:37])([CH3:35])[CH3:36], predict the reactants needed to synthesize it. The reactants are: [CH2:1]([C:5]1[CH:10]=[CH:9][C:8]([C:11]#[C:12][C:13]2[CH:33]=[CH:32][C:16]([CH2:17][NH:18][C:19]3[CH:31]=[CH:30][C:22]4[O:23][C:24]([CH3:29])([CH3:28])[O:25][C:26](=[O:27])[C:21]=4[CH:20]=3)=[CH:15][CH:14]=2)=[CH:7][CH:6]=1)[CH2:2][CH2:3][CH3:4].[C:34]([C:38]1[CH:45]=[CH:44][C:41]([CH:42]=O)=[CH:40][CH:39]=1)([CH3:37])([CH3:36])[CH3:35].C(O[BH-](OC(=O)C)OC(=O)C)(=O)C.[Na+]. (3) The reactants are: I[C:2]1[C:10]2[C:5](=[CH:6][CH:7]=[CH:8][C:9]=2[NH:11][C:12]([C:14]2[N:18]3[CH:19]=[CH:20][C:21]([O:23][CH2:24][CH2:25][N:26]4[CH2:31][CH2:30][N:29]([CH3:32])[CH2:28][CH2:27]4)=[CH:22][C:17]3=[N:16][CH:15]=2)=[O:13])[N:4]([CH2:33][C:34]2[S:38][C:37]([CH3:39])=[N:36][CH:35]=2)[N:3]=1. Given the product [CH3:32][N:29]1[CH2:28][CH2:27][N:26]([CH2:25][CH2:24][O:23][C:21]2[CH:20]=[CH:19][N:18]3[C:14]([C:12]([NH:11][C:9]4[CH:8]=[CH:7][CH:6]=[C:5]5[C:10]=4[CH:2]=[N:3][N:4]5[CH2:33][C:34]4[S:38][C:37]([CH3:39])=[N:36][CH:35]=4)=[O:13])=[CH:15][N:16]=[C:17]3[CH:22]=2)[CH2:31][CH2:30]1, predict the reactants needed to synthesize it. (4) Given the product [CH3:24][O:25][N:26]=[C:8]([C:5]1[CH:6]=[CH:7][C:2]([Cl:1])=[CH:3][CH:4]=1)[CH2:9][CH2:10][CH:11]1[CH2:15][CH2:14][CH2:13][CH2:12]1, predict the reactants needed to synthesize it. The reactants are: [Cl:1][C:2]1[CH:7]=[CH:6][C:5]([C:8](=O)[CH2:9][CH2:10][CH:11]2[CH2:15][CH2:14][CH2:13][CH2:12]2)=[CH:4][CH:3]=1.C(=O)([O-])[O-].[K+].[K+].Cl.[CH3:24][O:25][NH2:26]. (5) Given the product [CH3:33][O:32][C:29]1[CH:28]=[CH:27][C:26]([CH:25]([NH:34][C:14](=[O:16])[C@@H:12]([CH3:13])[NH:11][C:1]([O:3][CH2:4][C:5]2[CH:6]=[CH:7][CH:8]=[CH:9][CH:10]=2)=[O:2])[C:22]2[CH:23]=[CH:24][C:19]([O:18][CH3:17])=[CH:20][CH:21]=2)=[CH:31][CH:30]=1, predict the reactants needed to synthesize it. The reactants are: [C:1]([NH:11][C@@H:12]([C:14]([OH:16])=O)[CH3:13])([O:3][CH2:4][C:5]1[CH:10]=[CH:9][CH:8]=[CH:7][CH:6]=1)=[O:2].[CH3:17][O:18][C:19]1[CH:24]=[CH:23][C:22]([CH:25]([NH2:34])[C:26]2[CH:31]=[CH:30][C:29]([O:32][CH3:33])=[CH:28][CH:27]=2)=[CH:21][CH:20]=1.ON1C2C=CC=CC=2N=N1.Cl.C(N=C=NCCCN(C)C)C. (6) Given the product [NH2:21][C:22]1[N:27]=[C:26]([NH2:28])[C:25]([C:29]#[N:30])=[C:24]([NH:20][CH:18]([C:7]2[N:6]=[C:5]3[CH:4]=[CH:3][N:2]([CH3:1])[C:10]3=[CH:9][C:8]=2[N:11]2[CH2:17][C:13]3([CH2:16][O:15][CH2:14]3)[CH2:12]2)[CH3:19])[N:23]=1, predict the reactants needed to synthesize it. The reactants are: [CH3:1][N:2]1[C:10]2[C:5](=[N:6][C:7]([CH:18]([NH2:20])[CH3:19])=[C:8]([N:11]3[CH2:17][C:13]4([CH2:16][O:15][CH2:14]4)[CH2:12]3)[CH:9]=2)[CH:4]=[CH:3]1.[NH2:21][C:22]1[N:27]=[C:26]([NH2:28])[C:25]([C:29]#[N:30])=[C:24](Cl)[N:23]=1.CCN(CC)CC. (7) The reactants are: [OH:1][CH2:2][CH2:3][N:4]1[CH:8]=[C:7]([NH:9][C:10]2[C:11]([C:25]([NH2:27])=[O:26])=[N:12][C:13]([CH:22]([CH3:24])[CH3:23])=[C:14]([O:16][C@@H:17]3[CH2:21][CH2:20][NH:19][CH2:18]3)[N:15]=2)[CH:6]=[N:5]1.C(N(C(C)C)CC)(C)C.[C:37](Cl)(=[O:40])[CH:38]=[CH2:39]. Given the product [C:37]([N:19]1[CH2:20][CH2:21][C@@H:17]([O:16][C:14]2[N:15]=[C:10]([NH:9][C:7]3[CH:6]=[N:5][N:4]([CH2:3][CH2:2][OH:1])[CH:8]=3)[C:11]([C:25]([NH2:27])=[O:26])=[N:12][C:13]=2[CH:22]([CH3:23])[CH3:24])[CH2:18]1)(=[O:40])[CH:38]=[CH2:39], predict the reactants needed to synthesize it.